Dataset: Full USPTO retrosynthesis dataset with 1.9M reactions from patents (1976-2016). Task: Predict the reactants needed to synthesize the given product. (1) Given the product [CH:11]1([S:10][C:4]2[C:3]([CH2:2][O:31][C:27]3[C:26]([F:32])=[CH:25][C:24]([CH:22]4[CH2:23][CH:21]4[C:19]([OH:20])=[O:18])=[CH:29][C:28]=3[F:30])=[CH:8][CH:7]=[CH:6][N:5]=2)[CH2:15][CH2:14][CH2:13]1, predict the reactants needed to synthesize it. The reactants are: Cl[CH2:2][C:3]1[C:4]([S:10][CH:11]2[CH2:15][CH2:14][CH2:13]C2)=[N:5][C:6](C)=[CH:7][CH:8]=1.C([O:18][C:19]([CH:21]1[CH2:23][CH:22]1[C:24]1[CH:29]=[C:28]([F:30])[C:27]([OH:31])=[C:26]([F:32])[CH:25]=1)=[O:20])C. (2) Given the product [Br:1][C:2]1[N:7]=[CH:6][C:5]([N:8]2[C:12](=[O:13])[CH2:11][C:10]([CH3:15])([CH3:14])[N:9]2[CH3:16])=[CH:4][CH:3]=1, predict the reactants needed to synthesize it. The reactants are: [Br:1][C:2]1[N:7]=[CH:6][C:5]([N:8]2[C:12](=[O:13])[CH2:11][C:10]([CH3:15])([CH3:14])[NH:9]2)=[CH:4][CH:3]=1.[CH:16](O)=O.C=O.[OH-].[Na+]. (3) Given the product [NH2:35][C:33]1[S:34][C:30]2[CH2:29][CH:28]([CH2:27][NH:26][C:20](=[O:21])[CH2:19][N:14]3[C:15]([CH3:18])=[CH:16][CH:17]=[C:12]([NH:11][S:8]([CH2:1][C:2]4[CH:7]=[CH:6][CH:5]=[CH:4][CH:3]=4)(=[O:10])=[O:9])[C:13]3=[O:23])[CH2:37][CH2:36][C:31]=2[N:32]=1, predict the reactants needed to synthesize it. The reactants are: [CH2:1]([S:8]([NH:11][C:12]1[C:13](=[O:23])[N:14]([CH2:19][C:20](O)=[O:21])[C:15]([CH3:18])=[CH:16][CH:17]=1)(=[O:10])=[O:9])[C:2]1[CH:7]=[CH:6][CH:5]=[CH:4][CH:3]=1.Br.Br.[NH2:26][CH2:27][CH:28]1[CH2:37][CH2:36][C:31]2[N:32]=[C:33]([NH2:35])[S:34][C:30]=2[CH2:29]1. (4) Given the product [N+:28]([C:31]1[CH:32]=[CH:33][C:34]([N:37]2[CH2:38][CH2:39][N:40]([C:2]3[N:7]=[C:6]([C:8]([F:11])([F:10])[F:9])[N:5]=[C:4]([C:12]4[CH:13]=[C:14]([S:18]([NH2:21])(=[O:20])=[O:19])[CH:15]=[CH:16][CH:17]=4)[C:3]=3[C:22]3[CH:27]=[CH:26][CH:25]=[CH:24][CH:23]=3)[CH2:41][CH2:42]2)=[N:35][CH:36]=1)([O-:30])=[O:29], predict the reactants needed to synthesize it. The reactants are: Cl[C:2]1[N:7]=[C:6]([C:8]([F:11])([F:10])[F:9])[N:5]=[C:4]([C:12]2[CH:13]=[C:14]([S:18]([NH2:21])(=[O:20])=[O:19])[CH:15]=[CH:16][CH:17]=2)[C:3]=1[C:22]1[CH:27]=[CH:26][CH:25]=[CH:24][CH:23]=1.[N+:28]([C:31]1[CH:32]=[CH:33][C:34]([N:37]2[CH2:42][CH2:41][NH:40][CH2:39][CH2:38]2)=[N:35][CH:36]=1)([O-:30])=[O:29]. (5) Given the product [CH:1]1([C:4]2[CH:9]=[C:8]([F:10])[C:7]([N+:11]([O-:13])=[O:12])=[CH:6][C:5]=2[N:14]2[C:15]([CH:16]([CH3:18])[CH3:17])=[N:41][N:40]=[N:39]2)[CH2:3][CH2:2]1, predict the reactants needed to synthesize it. The reactants are: [CH:1]1([C:4]2[CH:9]=[C:8]([F:10])[C:7]([N+:11]([O-:13])=[O:12])=[CH:6][C:5]=2[NH:14][C:15](=O)[CH:16]([CH3:18])[CH3:17])[CH2:3][CH2:2]1.FC(F)(F)S(OS(C(F)(F)F)(=O)=O)(=O)=O.C[Si]([N:39]=[N+:40]=[N-:41])(C)C. (6) Given the product [CH2:1]([C:3]1[O:8][C:7](=[O:9])[CH:6]=[C:5]([O:10][CH3:11])[CH:4]=1)[CH3:2], predict the reactants needed to synthesize it. The reactants are: [CH2:1]([C:3]1[O:8][C:7](=[O:9])[CH:6]=[C:5]([OH:10])[CH:4]=1)[CH3:2].[C:11](=O)([O-])[O-].[K+].[K+].COS(OC)(=O)=O. (7) Given the product [CH3:1][O:2][CH2:3][C:4]1[CH:9]=[C:8]([C:10]2[O:14][N:13]=[C:12]([C:15]3[CH:20]=[CH:19][C:18]([CH2:21][CH2:22][N:33]([CH2:34][C:35]([OH:37])=[O:36])[CH3:32])=[CH:17][CH:16]=3)[N:11]=2)[CH:7]=[CH:6][C:5]=1[C:24]1[CH:29]=[CH:28][CH:27]=[CH:26][C:25]=1[CH3:30], predict the reactants needed to synthesize it. The reactants are: [CH3:1][O:2][CH2:3][C:4]1[CH:9]=[C:8]([C:10]2[O:14][N:13]=[C:12]([C:15]3[CH:20]=[CH:19][C:18]([CH2:21][CH2:22]O)=[CH:17][CH:16]=3)[N:11]=2)[CH:7]=[CH:6][C:5]=1[C:24]1[CH:29]=[CH:28][CH:27]=[CH:26][C:25]=1[CH3:30].Cl.[CH3:32][NH:33][CH2:34][C:35]([O:37]C(C)(C)C)=[O:36]. (8) Given the product [Cl:10][C:11]1[CH:21]=[C:20]([C:22]([NH:24][CH2:25][C:26](=[O:28])[CH3:27])=[O:23])[CH:19]=[CH:18][C:12]=1[C:13]([O:15][CH2:16][CH3:17])=[O:14], predict the reactants needed to synthesize it. The reactants are: C(Cl)(=O)C(Cl)=O.CSC.[Cl:10][C:11]1[CH:21]=[C:20]([C:22]([NH:24][CH2:25][CH:26]([OH:28])[CH3:27])=[O:23])[CH:19]=[CH:18][C:12]=1[C:13]([O:15][CH2:16][CH3:17])=[O:14].C(N(CC)CC)C. (9) Given the product [I:12][C:13]1[CH:14]=[C:15]([CH:19]=[C:20]([N+:22]([O-:24])=[O:23])[CH:21]=1)[C:16]([NH:35][CH:36]([CH3:40])[CH2:37][O:38][CH3:39])=[O:18], predict the reactants needed to synthesize it. The reactants are: CCN=C=NCCCN(C)C.[I:12][C:13]1[CH:14]=[C:15]([CH:19]=[C:20]([N+:22]([O-:24])=[O:23])[CH:21]=1)[C:16]([OH:18])=O.C1C=CC2N(O)N=NC=2C=1.[NH2:35][CH:36]([CH3:40])[CH2:37][O:38][CH3:39].CN1C(=O)CCC1.